Dataset: Catalyst prediction with 721,799 reactions and 888 catalyst types from USPTO. Task: Predict which catalyst facilitates the given reaction. Reactant: CS(O[CH2:6][C@H:7]1[C@@H:9]([CH2:10]OS(C)(=O)=O)[O:8]1)(=O)=O.[Br:16][C:17]1[CH:18]=[C:19]([CH:21]=[CH:22][CH:23]=1)[NH2:20].C(=O)([O-])[O-].[K+].[K+]. Product: [Br:16][C:17]1[CH:18]=[C:19]([N:20]2[CH2:10][CH:9]3[O:8][CH:7]3[CH2:6]2)[CH:21]=[CH:22][CH:23]=1. The catalyst class is: 9.